This data is from Catalyst prediction with 721,799 reactions and 888 catalyst types from USPTO. The task is: Predict which catalyst facilitates the given reaction. (1) Reactant: C(OC([N:8]1[CH2:13][CH2:12][N:11]([C:14]2[C:19]([CH2:20][O:21][C:22]3[CH:27]=[C:26]([CH:28]([CH3:30])[CH3:29])[CH:25]=[CH:24][C:23]=3[CH3:31])=[C:18]([CH3:32])[N:17]=[C:16]([Cl:33])[N:15]=2)[CH2:10][CH2:9]1)=O)(C)(C)C.[F:34][C:35]([F:40])([F:39])[C:36]([OH:38])=[O:37]. Product: [F:34][C:35]([F:40])([F:39])[C:36]([OH:38])=[O:37].[Cl:33][C:16]1[N:17]=[C:18]([CH3:32])[C:19]([CH2:20][O:21][C:22]2[CH:27]=[C:26]([CH:28]([CH3:29])[CH3:30])[CH:25]=[CH:24][C:23]=2[CH3:31])=[C:14]([N:11]2[CH2:10][CH2:9][NH:8][CH2:13][CH2:12]2)[N:15]=1. The catalyst class is: 2. (2) Reactant: [Cl:1][C:2]1[CH:3]=[C:4]([CH2:10][NH:11][C:12]2[C:21]3[C:16](=[CH:17][CH:18]=[C:19]([C:22]#[N:23])[CH:20]=3)[N:15]=[CH:14][C:13]=2[C:24]([OH:26])=[O:25])[CH:5]=[CH:6][C:7]=1[O:8][CH3:9].[F:27][C:28]1[C:33](O)=[C:32]([F:35])[C:31]([F:36])=[C:30]([F:37])[C:29]=1[F:38].C1(N=C=NC2CCCCC2)CCCCC1. Product: [F:27][C:28]1[C:33]([O:25][C:24]([C:13]2[CH:14]=[N:15][C:16]3[C:21]([C:12]=2[NH:11][CH2:10][C:4]2[CH:5]=[CH:6][C:7]([O:8][CH3:9])=[C:2]([Cl:1])[CH:3]=2)=[CH:20][C:19]([C:22]#[N:23])=[CH:18][CH:17]=3)=[O:26])=[C:32]([F:35])[C:31]([F:36])=[C:30]([F:37])[C:29]=1[F:38]. The catalyst class is: 39. (3) Reactant: [CH2:1]([NH:8][C:9]1[C:18]2[CH:17]=[N:16][CH:15]=[N:14][C:13]=2[N:12]([O:19]CC2C=CC=CC=2)[C:11](=[O:27])[CH:10]=1)[C:2]1[CH:7]=[CH:6][CH:5]=[CH:4][CH:3]=1.[H][H]. Product: [CH2:1]([NH:8][C:9]1[C:18]2[CH:17]=[N:16][CH:15]=[N:14][C:13]=2[N:12]([OH:19])[C:11](=[O:27])[CH:10]=1)[C:2]1[CH:7]=[CH:6][CH:5]=[CH:4][CH:3]=1. The catalyst class is: 352. (4) Reactant: [Br:1][C:2]1[CH:7]=[CH:6][CH:5]=[CH:4][CH:3]=1.[OH-].[Na+].[N+:10]([O-])([OH:12])=[O:11]. Product: [N+:10]([C:5]1[CH:6]=[CH:7][C:2]([Br:1])=[CH:3][CH:4]=1)([O-:12])=[O:11]. The catalyst class is: 159. (5) Reactant: [O:1]=[S:2]1(=[O:36])[CH2:7][CH2:6][N:5]([C:8]2[CH:13]=[CH:12][C:11]([C:14]3[S:18][C:17]([C:19]4[CH:20]=[N:21][CH:22]=[C:23]([F:25])[CH:24]=4)=[N:16][C:15]=3[C@@H:26]3[CH2:31][CH2:30][C@H:29]([F:32])[CH2:28][C@H:27]3[C:33](O)=[O:34])=[CH:10][CH:9]=2)[CH2:4][CH2:3]1.Cl.[NH2:38][C:39]1([C:42]#[N:43])[CH2:41][CH2:40]1.CCN(C(C)C)C(C)C. Product: [C:42]([C:39]1([NH:38][C:33]([C@@H:27]2[CH2:28][C@@H:29]([F:32])[CH2:30][CH2:31][C@H:26]2[C:15]2[N:16]=[C:17]([C:19]3[CH:20]=[N:21][CH:22]=[C:23]([F:25])[CH:24]=3)[S:18][C:14]=2[C:11]2[CH:12]=[CH:13][C:8]([N:5]3[CH2:6][CH2:7][S:2](=[O:1])(=[O:36])[CH2:3][CH2:4]3)=[CH:9][CH:10]=2)=[O:34])[CH2:41][CH2:40]1)#[N:43]. The catalyst class is: 3. (6) Reactant: [Cl-].O[NH3+:3].[C:4](=[O:7])([O-])[OH:5].[Na+].CS(C)=O.[CH2:13]([C:17]1[N:18]=[C:19]([CH3:48])[N:20]([CH2:39][CH:40]([CH:42]2[CH2:47][CH2:46][CH2:45][CH2:44][CH2:43]2)[OH:41])[C:21](=[O:38])[C:22]=1[CH2:23][C:24]1[CH:29]=[CH:28][C:27]([C:30]2[C:31]([C:36]#[N:37])=[CH:32][CH:33]=[CH:34][CH:35]=2)=[CH:26][CH:25]=1)[CH2:14][CH2:15][CH3:16]. Product: [CH2:13]([C:17]1[N:18]=[C:19]([CH3:48])[N:20]([CH2:39][CH:40]([CH:42]2[CH2:47][CH2:46][CH2:45][CH2:44][CH2:43]2)[OH:41])[C:21](=[O:38])[C:22]=1[CH2:23][C:24]1[CH:29]=[CH:28][C:27]([C:30]2[CH:35]=[CH:34][CH:33]=[CH:32][C:31]=2[C:36]2[NH:3][C:4](=[O:7])[O:5][N:37]=2)=[CH:26][CH:25]=1)[CH2:14][CH2:15][CH3:16]. The catalyst class is: 13.